This data is from Full USPTO retrosynthesis dataset with 1.9M reactions from patents (1976-2016). The task is: Predict the reactants needed to synthesize the given product. (1) The reactants are: Br[C:2]1[C:7]([CH3:8])=[CH:6][C:5]([C:9]2[N:13]([CH3:14])[N:12]=[N:11][N:10]=2)=[CH:4][C:3]=1[CH3:15].[F:16][C:17]1[CH:18]=[CH:19][C:20](B2OC(C)(C)C(C)(C)O2)=[C:21]2[C:25]=1[C@H:24]([O:26][C:27]1[CH:40]=[CH:39][C:30]3[C@H:31]([CH2:34][C:35]([O:37][CH3:38])=[O:36])[CH2:32][O:33][C:29]=3[CH:28]=1)[CH2:23][CH2:22]2.BrC1C=CC(F)=C2C=1CC[C@H]2OC1C=CC2[C@H](CC(OC)=O)COC=2C=1. Given the product [CH3:15][C:3]1[CH:4]=[C:5]([C:9]2[N:13]([CH3:14])[N:12]=[N:11][N:10]=2)[CH:6]=[C:7]([CH3:8])[C:2]=1[C:20]1[CH:19]=[CH:18][C:17]([F:16])=[C:25]2[C:21]=1[CH2:22][CH2:23][C@H:24]2[O:26][C:27]1[CH:40]=[CH:39][C:30]2[C@H:31]([CH2:34][C:35]([O:37][CH3:38])=[O:36])[CH2:32][O:33][C:29]=2[CH:28]=1, predict the reactants needed to synthesize it. (2) Given the product [F:1][C:2]([F:7])([F:6])[C:3]([OH:5])=[O:4].[NH2:65][CH2:30][CH2:31][O:32][C:33]1[CH:58]=[C:57]([N:59]2[CH2:64][CH2:63][O:62][CH2:61][CH2:60]2)[CH:56]=[CH:55][C:34]=1[C:35]([NH:37][C:38]1[CH:53]=[CH:52][C:51]([F:54])=[CH:50][C:39]=1[C:40]([NH:42][C:43]1[CH:48]=[CH:47][C:46]([Cl:49])=[CH:45][N:44]=1)=[O:41])=[O:36], predict the reactants needed to synthesize it. The reactants are: [F:1][C:2]([F:7])([F:6])[C:3]([OH:5])=[O:4].ClC1C=CC(NC(=O)C2C=C(F)C=CC=2)=NC=1.C(O[CH:30]([N:65]=C=O)[CH2:31][O:32][C:33]1[CH:58]=[C:57]([N:59]2[CH2:64][CH2:63][O:62][CH2:61][CH2:60]2)[CH:56]=[CH:55][C:34]=1[C:35]([NH:37][C:38]1[CH:53]=[CH:52][C:51]([F:54])=[CH:50][C:39]=1[C:40]([NH:42][C:43]1[CH:48]=[CH:47][C:46]([Cl:49])=[CH:45][N:44]=1)=[O:41])=[O:36])(C)(C)C. (3) Given the product [F:36][C:7]1([F:6])[CH2:12][CH2:11][CH2:10][N:9]([C:13]2[CH:19]=[CH:18][C:17]([C:20]3[O:24][N:23]=[C:22]([C:25]4[CH:30]=[CH:29][CH:28]=[CH:27][C:26]=4[O:31][C:32]([F:33])([F:34])[F:35])[N:21]=3)=[CH:16][C:14]=2[NH:15][S:2]([CH3:1])(=[O:4])=[O:3])[CH2:8]1, predict the reactants needed to synthesize it. The reactants are: [CH3:1][S:2](Cl)(=[O:4])=[O:3].[F:6][C:7]1([F:36])[CH2:12][CH2:11][CH2:10][N:9]([C:13]2[CH:19]=[CH:18][C:17]([C:20]3[O:24][N:23]=[C:22]([C:25]4[CH:30]=[CH:29][CH:28]=[CH:27][C:26]=4[O:31][C:32]([F:35])([F:34])[F:33])[N:21]=3)=[CH:16][C:14]=2[NH2:15])[CH2:8]1. (4) Given the product [F:10][C:11]1[CH:12]=[C:13]([N+:18]([O-:20])=[O:19])[CH:14]=[CH:15][C:16]=1[O:9][C:6]1[CH:5]=[CH:4][C:3]([O:2][CH3:1])=[N:8][CH:7]=1, predict the reactants needed to synthesize it. The reactants are: [CH3:1][O:2][C:3]1[N:8]=[CH:7][C:6]([OH:9])=[CH:5][CH:4]=1.[F:10][C:11]1[CH:12]=[C:13]([N+:18]([O-:20])=[O:19])[CH:14]=[CH:15][C:16]=1F.C(=O)([O-])[O-].[Cs+].[Cs+].O. (5) Given the product [C:1]([NH:9][C:10]1[CH:11]=[C:12]([NH:17][C:18](=[O:26])[C:19]2[CH:24]=[CH:23][C:22]([N:32]3[CH2:31][CH2:30][NH:29][CH:28]([CH3:27])[CH2:33]3)=[N:21][CH:20]=2)[CH:13]=[CH:14][C:15]=1[Cl:16])(=[O:8])[C:2]1[CH:7]=[CH:6][CH:5]=[CH:4][CH:3]=1, predict the reactants needed to synthesize it. The reactants are: [C:1]([NH:9][C:10]1[CH:11]=[C:12]([NH:17][C:18](=[O:26])[C:19]2[CH:24]=[CH:23][C:22](Cl)=[N:21][CH:20]=2)[CH:13]=[CH:14][C:15]=1[Cl:16])(=[O:8])[C:2]1[CH:7]=[CH:6][CH:5]=[CH:4][CH:3]=1.[CH3:27][CH:28]1[CH2:33][NH:32][CH2:31][CH2:30][NH:29]1. (6) Given the product [CH2:15]([S:16][C:2]1[CH:3]=[N:4][CH:5]=[CH:6][C:7]=1[CH3:8])[C:9]1[CH:14]=[CH:13][CH:12]=[CH:11][CH:10]=1, predict the reactants needed to synthesize it. The reactants are: Br[C:2]1[CH:3]=[N:4][CH:5]=[CH:6][C:7]=1[CH3:8].[C:9]1([CH2:15][SH:16])[CH:14]=[CH:13][CH:12]=[CH:11][CH:10]=1.C(N(CC)C(C)C)(C)C.C1(P(C2C=CC=CC=2)C2C3OC4C(=CC=CC=4P(C4C=CC=CC=4)C4C=CC=CC=4)C(C)(C)C=3C=CC=2)C=CC=CC=1. (7) Given the product [CH2:1]([O:3][C:4]([C:6]1[N:11]=[C:10]2[N:12]([CH3:15])[N:13]=[CH:14][C:9]2=[C:8]([NH:17][C:18]2[CH:19]=[C:20]([C:21](=[O:22])[NH:23][C:24]3[CH:29]=[CH:28][CH:27]=[C:26]([C:30]([F:31])([F:32])[F:33])[CH:25]=3)[CH:34]=[CH:35][C:36]=2[CH3:37])[N:7]=1)=[O:5])[CH3:2], predict the reactants needed to synthesize it. The reactants are: [CH2:1]([O:3][C:4]([C:6]1[N:11]=[C:10]2[N:12]([CH3:15])[N:13]=[CH:14][C:9]2=[C:8](Cl)[N:7]=1)=[O:5])[CH3:2].[NH2:17][C:18]1[CH:19]=[C:20]([CH:34]=[CH:35][C:36]=1[CH3:37])[C:21]([NH:23][C:24]1[CH:29]=[CH:28][CH:27]=[C:26]([C:30]([F:33])([F:32])[F:31])[CH:25]=1)=[O:22]. (8) Given the product [NH2:39][CH2:38][CH2:37][N:34]1[CH2:35][CH2:36][N:31]([CH2:30][C:29]([NH:28][CH:14]2[CH2:13][C:9]3[CH:10]=[CH:11][CH:12]=[C:7]([C:6]([OH:5])=[O:50])[C:8]=3[O:16][B:15]2[OH:23])=[O:47])[CH2:32][CH2:33]1, predict the reactants needed to synthesize it. The reactants are: C([O:5][C:6](=[O:50])[C:7]1[CH:12]=[CH:11][CH:10]=[C:9]([CH2:13][CH:14]([NH:28][C:29](=[O:47])[CH2:30][N:31]2[CH2:36][CH2:35][N:34]([CH2:37][CH2:38][NH:39]C(OC(C)(C)C)=O)[CH2:33][CH2:32]2)[B:15]2[O:23]C3C(C)(C4CC(C3)C4(C)C)[O:16]2)[C:8]=1OC)(C)(C)C.B(Cl)(Cl)Cl. (9) Given the product [Br:8][C:5]1[CH:6]=[CH:7][C:2]([CH:19]([C:18]2[CH:21]=[CH:22][C:15]([F:14])=[CH:16][CH:17]=2)[OH:20])=[CH:3][CH:4]=1, predict the reactants needed to synthesize it. The reactants are: Br[C:2]1[CH:7]=[CH:6][C:5]([Br:8])=[CH:4][CH:3]=1.[Li]CCCC.[F:14][C:15]1[CH:22]=[CH:21][C:18]([CH:19]=[O:20])=[CH:17][CH:16]=1.